Dataset: Forward reaction prediction with 1.9M reactions from USPTO patents (1976-2016). Task: Predict the product of the given reaction. (1) Given the reactants [NH2:1][C:2]1[CH:3]=[C:4](/[C:8](/[C:12]2[N:13]=[CH:14][N:15]([S:17]([N:20]([CH3:22])[CH3:21])(=[O:19])=[O:18])[CH:16]=2)=[CH:9]/[O:10][CH3:11])[CH:5]=[CH:6][CH:7]=1.N1C=CC=CC=1.[CH2:29]([S:31](Cl)(=[O:33])=[O:32])[CH3:30].Cl, predict the reaction product. The product is: [CH2:29]([S:31]([NH:1][C:2]1[CH:3]=[C:4](/[C:8](/[C:12]2[N:13]=[CH:14][N:15]([S:17]([N:20]([CH3:22])[CH3:21])(=[O:18])=[O:19])[CH:16]=2)=[CH:9]/[O:10][CH3:11])[CH:5]=[CH:6][CH:7]=1)(=[O:33])=[O:32])[CH3:30]. (2) The product is: [Cl:12][CH2:11][C@@H:9]([OH:10])[CH2:8][C:7]([O:6][CH2:4][CH3:5])=[O:13]. Given the reactants C(O)C.[CH2:4]([O:6][C:7](=[O:13])[CH2:8][C:9]([CH2:11][Cl:12])=[O:10])[CH3:5], predict the reaction product. (3) The product is: [Cl:1][C:2]1[C:7]([CH3:8])=[CH:6][C:5]([C@H:9]([NH2:11])[CH3:10])=[CH:4][C:3]=1[CH3:18]. Given the reactants [Cl:1][C:2]1[C:7]([CH3:8])=[CH:6][C:5]([C@H:9]([NH:11][S@](C(C)(C)C)=O)[CH3:10])=[CH:4][C:3]=1[CH3:18].Cl, predict the reaction product. (4) Given the reactants [CH3:1][C:2]1[CH:9]=[CH:8][C:5]([C:6]#[N:7])=[CH:4][C:3]=1[N+:10]([O-:12])=[O:11].[O-:13][CH2:14][CH3:15].[Na+].[OH2:17].Cl.[CH2:19]([OH:21])[CH3:20], predict the reaction product. The product is: [CH2:14]([O:13][C:20](=[O:17])[C:19](=[O:21])[CH2:1][C:2]1[CH:9]=[CH:8][C:5]([C:6]#[N:7])=[CH:4][C:3]=1[N+:10]([O-:12])=[O:11])[CH3:15]. (5) Given the reactants [C:1]([O:4][CH:5]=[CH2:6])(=[O:3])[CH3:2].[CH2:7]([O:10][CH2:11][CH2:12][CH2:13][CH3:14])[CH:8]=[CH2:9].CC(N=NC(C#N)(C)C)(C#N)C, predict the reaction product. The product is: [C:1]([O:4][CH:5]=[CH2:6])(=[O:3])[CH3:2].[CH2:7]([O:10][CH2:11][CH2:12][CH2:13][CH3:14])[CH:8]=[CH2:9]. (6) Given the reactants Br[CH2:2][C:3]1[CH:4]=[N:5][C:6]2[C:11]([C:12]=1[C:13]1[CH:18]=[CH:17][CH:16]=[CH:15][CH:14]=1)=[CH:10][CH:9]=[CH:8][C:7]=2[C:19]([F:22])([F:21])[F:20].[C:23]1([C:29]2[C:25]3[C:24](=[C:23]([C:29](F)(F)F)[CH:28]=[CH:27][CH:26]=3)N=CC=2CO)[CH:28]=[CH:27][CH:26]=[CH:25][CH:24]=1.P(Br)(Br)Br.C([O-])(O)=O.[Na+], predict the reaction product. The product is: [CH3:29][C:23]1[CH:28]=[CH:27][C:26]([CH2:2][C:3]2[CH:4]=[N:5][C:6]3[C:11]([C:12]=2[C:13]2[CH:18]=[CH:17][CH:16]=[CH:15][CH:14]=2)=[CH:10][CH:9]=[CH:8][C:7]=3[C:19]([F:22])([F:21])[F:20])=[CH:25][CH:24]=1.